From a dataset of NCI-60 drug combinations with 297,098 pairs across 59 cell lines. Regression. Given two drug SMILES strings and cell line genomic features, predict the synergy score measuring deviation from expected non-interaction effect. (1) Drug 1: C1C(C(OC1N2C=NC3=C(N=C(N=C32)Cl)N)CO)O. Drug 2: CC(C)NC(=O)C1=CC=C(C=C1)CNNC.Cl. Synergy scores: CSS=40.5, Synergy_ZIP=-1.72, Synergy_Bliss=-2.96, Synergy_Loewe=-42.8, Synergy_HSA=-4.05. Cell line: K-562. (2) Drug 1: CCC(=C(C1=CC=CC=C1)C2=CC=C(C=C2)OCCN(C)C)C3=CC=CC=C3.C(C(=O)O)C(CC(=O)O)(C(=O)O)O. Drug 2: N.N.Cl[Pt+2]Cl. Cell line: MOLT-4. Synergy scores: CSS=53.8, Synergy_ZIP=-1.53, Synergy_Bliss=-1.05, Synergy_Loewe=-12.2, Synergy_HSA=1.62.